This data is from Full USPTO retrosynthesis dataset with 1.9M reactions from patents (1976-2016). The task is: Predict the reactants needed to synthesize the given product. (1) Given the product [C:10]12([C:8](=[O:9])[CH:1]=[CH2:2])[CH2:17][CH:16]3[CH2:15][CH:14]([CH2:13][CH:12]([CH2:18]3)[CH2:11]1)[CH2:19]2, predict the reactants needed to synthesize it. The reactants are: [CH:1]([Mg]Br)=[CH2:2].CON(C)[C:8]([C:10]12[CH2:19][CH:14]3[CH2:15][CH:16]([CH2:18][CH:12]([CH2:13]3)[CH2:11]1)[CH2:17]2)=[O:9].O.[Cl-].[NH4+]. (2) Given the product [Cl:19][C:20]1[CH:26]=[CH:25][C:23]([NH:13][C:12]2[C:11]3[C:10](=[CH:9][CH:8]=[C:6]4[N:7]=[C:3]([C:1]#[N:2])[S:4][C:5]4=3)[N:14]=[CH:15][N:16]=2)=[CH:22][CH:21]=1, predict the reactants needed to synthesize it. The reactants are: [C:1]([C:3]1[S:4][C:5]2[C:11]([C:12]#[N:13])=[C:10](/[N:14]=[CH:15]/[N:16](C)C)[CH:9]=[CH:8][C:6]=2[N:7]=1)#[N:2].[Cl:19][C:20]1[CH:26]=[CH:25][C:23](N)=[CH:22][CH:21]=1.[K+].[Br-]. (3) Given the product [CH3:1][O:2][C:3]([C:4]1[C:5]2[O:12][C:14](=[O:15])[NH:11][C:6]=2[CH:7]=[C:8]([Cl:10])[CH:9]=1)=[O:13], predict the reactants needed to synthesize it. The reactants are: [CH3:1][O:2][C:3](=[O:13])[C:4]1[CH:9]=[C:8]([Cl:10])[CH:7]=[C:6]([NH2:11])[C:5]=1[OH:12].[C:14](C1NC=CN=1)(C1NC=CN=1)=[O:15]. (4) Given the product [NH2:1][C:2]1[C:7]2=[C:8]([C:29]3[CH:34]=[CH:33][C:32]([O:35][C:36]4[CH:37]=[CH:38][CH:39]=[CH:40][CH:41]=4)=[CH:31][CH:30]=3)[N:9]=[C:10]([C@H:11]3[CH2:16][CH2:15][C@H:14]([CH2:17][NH:46][CH2:45][CH2:44][N:43]([CH3:47])[CH3:42])[CH2:13][CH2:12]3)[N:6]2[N:5]=[CH:4][N:3]=1, predict the reactants needed to synthesize it. The reactants are: [NH2:1][C:2]1[C:7]2=[C:8]([C:29]3[CH:34]=[CH:33][C:32]([O:35][C:36]4[CH:41]=[CH:40][CH:39]=[CH:38][CH:37]=4)=[CH:31][CH:30]=3)[N:9]=[C:10]([CH:11]3[CH2:16][CH2:15][CH:14]([CH2:17]OS(C4C=CC(C)=CC=4)(=O)=O)[CH2:13][CH2:12]3)[N:6]2[N:5]=[CH:4][N:3]=1.[CH3:42][N:43]([CH3:47])[CH2:44][CH2:45][NH2:46]. (5) Given the product [CH:1]1([CH2:4][O:5][NH:6][C:7]([C:9]2[C:17]([NH:18][C:19]3[CH:24]=[CH:23][C:22]([C:28]#[CH:29])=[CH:21][C:20]=3[CH3:26])=[C:16]([F:27])[C:12]3[N:13]=[CH:14][NH:15][C:11]=3[CH:10]=2)=[O:8])[CH2:3][CH2:2]1, predict the reactants needed to synthesize it. The reactants are: [CH:1]1([CH2:4][O:5][NH:6][C:7]([C:9]2[C:17]([NH:18][C:19]3[CH:24]=[CH:23][C:22](I)=[CH:21][C:20]=3[CH3:26])=[C:16]([F:27])[C:12]3[N:13]=[CH:14][NH:15][C:11]=3[CH:10]=2)=[O:8])[CH2:3][CH2:2]1.[C:28]([Si](C)(C)C)#[CH:29].